Dataset: Catalyst prediction with 721,799 reactions and 888 catalyst types from USPTO. Task: Predict which catalyst facilitates the given reaction. (1) Reactant: [C:1]1([CH:7]([C:42]2[CH:47]=[CH:46][CH:45]=[CH:44][CH:43]=2)[CH2:8][CH2:9][O:10][C:11]([C:13]2[CH:14]([C:35]3[CH:40]=[CH:39][CH:38]=[C:37]([Cl:41])[CH:36]=3)[N:15]=[C:16]([C:29]3[CH:34]=[CH:33][CH:32]=[CH:31][CH:30]=3)[NH:17][C:18]=2[CH2:19][O:20][CH2:21][CH2:22][CH:23]2[CH2:28][CH2:27][CH2:26][CH2:25][CH2:24]2)=[O:12])[CH:6]=[CH:5][CH:4]=[CH:3][CH:2]=1.O. Product: [C:42]1([CH:7]([C:1]2[CH:6]=[CH:5][CH:4]=[CH:3][CH:2]=2)[CH2:8][CH2:9][O:10][C:11]([C:13]2[C:14]([C:35]3[CH:40]=[CH:39][CH:38]=[C:37]([Cl:41])[CH:36]=3)=[N:15][C:16]([C:29]3[CH:30]=[CH:31][CH:32]=[CH:33][CH:34]=3)=[N:17][C:18]=2[CH2:19][O:20][CH2:21][CH2:22][CH2:23][CH2:24][CH2:25][CH2:26][CH2:27][CH3:28])=[O:12])[CH:43]=[CH:44][CH:45]=[CH:46][CH:47]=1. The catalyst class is: 48. (2) Reactant: [C:1](Cl)(=O)[C:2]([Cl:4])=[O:3].[F:7][C:8]1[CH:9]=[C:10](/[CH:15]=C/C(O)=O)[CH:11]=[CH:12][C:13]=1[F:14].CN(C)C=O. Product: [F:7][C:8]1[CH:9]=[C:10]([CH:15]=[CH:1][C:2]([Cl:4])=[O:3])[CH:11]=[CH:12][C:13]=1[F:14]. The catalyst class is: 4.